This data is from Peptide-MHC class I binding affinity with 185,985 pairs from IEDB/IMGT. The task is: Regression. Given a peptide amino acid sequence and an MHC pseudo amino acid sequence, predict their binding affinity value. This is MHC class I binding data. (1) The peptide sequence is KDGTLFYCY. The MHC is HLA-B57:01 with pseudo-sequence HLA-B57:01. The binding affinity (normalized) is 0.0847. (2) The peptide sequence is TSDYINTSL. The MHC is HLA-B39:01 with pseudo-sequence HLA-B39:01. The binding affinity (normalized) is 0.326. (3) The binding affinity (normalized) is 0.213. The peptide sequence is TVFRNQNRV. The MHC is HLA-A01:01 with pseudo-sequence HLA-A01:01.